This data is from Experimentally validated miRNA-target interactions with 360,000+ pairs, plus equal number of negative samples. The task is: Binary Classification. Given a miRNA mature sequence and a target amino acid sequence, predict their likelihood of interaction. (1) Result: 1 (interaction). The protein sequence of the target gene is MTPPPPGRAAPSAPRARVPGPPARLGLPLRLRLLLLLWAAAASAQGHLRSGPRIFAVWKGHVGQDRVDFGQTEPHTVLFHEPGSSSVWVGGRGKVYLFDFPEGKNASVRTVNIGSTKGSCLDKRDCENYITLLERRSEGLLACGTNARHPSCWNLVNGTVVPLGEMRGYAPFSPDENSLVLFEGDEVYSTIRKQEYNGKIPRFRRIRGESELYTSDTVMQNPQFIKATIVHQDQAYDDKIYYFFREDNPDKNPEAPLNVSRVAQLCRGDQGGESSLSVSKWNTFLKAMLVCSDAATNKNF.... The miRNA is hsa-miR-20a-5p with sequence UAAAGUGCUUAUAGUGCAGGUAG. (2) The miRNA is mmu-miR-7042-3p with sequence UGUCCCUUUGUUUUCUCUCAG. The protein sequence of the target gene is MDKFVIRTPRIQNSPKKKLGEKVYKQATIESLKRVVVIEDIKRWKTMLELPDQTKENLVAALQELKKKMPSREVLRSTRIGHAVNKMRRHSDPEVAGLAKEVYTEWKTFIEKHLDRPSIEVRSDPKTESFRKNAQKLLSEALELKMDHLLVENIERETFHLCSRLINGPYRRTVRALVFTLKHRAEIREQVKSGALPVGTFVQTHKK. Result: 0 (no interaction). (3) The miRNA is hsa-miR-4468 with sequence AGAGCAGAAGGAUGAGAU. The protein sequence of the target gene is MAEGNNKEEVIHLNNFPCHRGKEWMAVREGPITISDSSDEEGIPMLVTPATEQQEDDLDDDVILTEDDSEDEYGGFLDLESGKKEGEAKPGPSSKQTADDIVNPRLEQKVIILGENGLLFPESEPLEVQNQSSEDSETELLSNPGEPAASVDDQLIGEEYWLDHPYFQAPNPQPQERTNQVVPQERHSESEMGPMFFRHDFPEPAFPRPEPQQEGIPGPASPQPAHPLGELEDQQLAIDEDPGPAFPLSGPQEANLANMWEQEAAEVDQDLIPLLVKETEARFPDVASGYVEEIIHLKNY.... Result: 0 (no interaction). (4) The miRNA is hsa-let-7a-5p with sequence UGAGGUAGUAGGUUGUAUAGUU. The protein sequence of the target gene is MTKVPPAFDFSFLNDEEARKILQVLERNEELQRAEKDRISKLQKTKRDIRWLQGVTGEWFEEIQRKKFCNETDVSQMLKQPLTYRLSKEMAKNDPIELPTSRSKNVTNQKKPTPFSSRMSFRSSFASLFSFRKSGKETSKLPSLGQKGCDGHAGPPMPVRGAAVQAKIYNSPLENHLVDSTFVPKPAVMREESGMPPPWDASLLENEFFQVLDDLDSKLAQEQSASSVNTRTPLNYGSRTQFGHFYSSGNRHGNITERHKKHYNETSNMSIYDILRPGTPREGFKTFSPRTSTIYDMYRT.... Result: 1 (interaction). (5) The miRNA is mmu-miR-101a-3p with sequence UACAGUACUGUGAUAACUGAA. The protein sequence of the target gene is MPFPFGKSHKSPADIVKNLKESMAVLEKQDISDKKAEKATEEVSKNLVAMKEILYGTNEKEPQTEAVAQLAQELYNSGLLGTLVADLQLIDFEGKKDVAQIFNNILRRQIGTRTPTVEYICTQQNILFMLLKGYESPEIALNCGIMLRECIRHEPLAKIILWSEQFYDFFRYVEMSTFDIASDAFATFKDLLTRHKLLSAEFLEQHYDRFFSEYEKLLHSENYVTKRQSLKLLGELLLDRHNFTIMTKYISKPENLKLMMNLLRDKSRNIQFEAFHVFKVFVANPNKTQPILDILLKNQT.... Result: 0 (no interaction). (6) The miRNA is mmu-miR-202-3p with sequence AGAGGUAUAGCGCAUGGGAAGA. The protein sequence of the target gene is MEDEMPKTLYVGNLSRDVTEALILQLFSQIGPCKNCKMIMDTAGNDPYCFVEFHEHRHAAAALAAMNGRKIMGKEVKVNWATTPSSQKKDTSSSTVVSTQRSQDHFHVFVGDLSPEITTEDIKAAFAPFGRISDARVVKDMATGKSKGYGFVSFFNKWDAENAIQQMGGQWLGGRQIRTNWATRKPPAPKSTYESNTKQLSYDEVVSQSSPNNCTVYCGGVTSGLTEQLMRQTFSPFGQIMEIRVFPDKGYSFVRFSSHESAAHAIVSVNGTTIEGHVVKCYWGKETLDMINPVQQQNQI.... Result: 0 (no interaction). (7) The miRNA is hsa-miR-1277-5p with sequence AAAUAUAUAUAUAUAUGUACGUAU. The protein sequence of the target gene is MAVKVQTTKRGDPHELRNIFLQYASTEVDGERYMTPEDFVQRYLGLYNDPNSNPKIVQLLAGVADQTKDGLISYQEFLAFESVLCAPDSMFIVAFQLFDKSGNGEVTFENVKEIFGQTIIHHHIPFNWDCEFIRLHFGHNRKKHLNYTEFTQFLQELQLEHARQAFALKDKSKSGMISGLDFSDIMVTIRSHMLTPFVEENLVSAAGGSISHQVSFSYFNAFNSLLNNMELVRKIYSTLAGTRKDVEVTKEEFAQSAIRYGQVTPLEIDILYQLADLYNASGRLTLADIERIAPLAEGAL.... Result: 1 (interaction). (8) The miRNA is hsa-miR-1178-5p with sequence CAGGGUCAGCUGAGCAUG. The protein sequence of the target gene is MEVTADQPRWVSHHHPAVLNGQHPDTHHPGLGHSYMEAQYPLTEEVDVLFNIDGQGNHVPSYYGNSVRATVQRYPPTHHGSQVCRPPLLHGSLPWLDGGKALSSHHTASPWNLSPFSKTSIHHGSPGPLSVYPPASSSSLAAGHSSPHLFTFPPTPPKDVSPDPSLSTPGSAGSARQDEKECLKYQVQLPDSMKLETSHSRGSMTTLGGASSSAHHPITTYPPYVPEYSSGLFPPSSLLGGSPTGFGCKSRPKARSSTEGRECVNCGATSTPLWRRDGTGHYLCNACGLYHKMNGQNRPL.... Result: 0 (no interaction). (9) The miRNA is mmu-miR-3102-3p with sequence GAGCACCCCAUUGGCUACCCACA. The protein sequence of the target gene is MSGAGVAAGTRPPSSPTPGSRRRRQRPSVGVQSLRPQSPQLRQSDPQKRNLDLEKSLQFLQQQHSEMLAKLHEEIEHLKRENKDLHYKLIMNQTSQKKDGPSGNHLSRASAPLGARWVCINGVWVEPGGPSPARLKEGSSRTHRPGGKRGRLAGGSADTVRSPADSLSMSSFQSVKSISNSGKARPQPGSFNKQDSKADVSQKADLEEEPLLHNSKLDKVPGVQGQARKEKAEASNAGAACMGNSQHQGRQMGAGAHPPMILPLPLRKPTTLRQCEVLIRELWNTNLLQTQELRHLKSLL.... Result: 0 (no interaction).